From a dataset of Reaction yield outcomes from USPTO patents with 853,638 reactions. Predict the reaction yield, written as a fraction of the theoretical maximum amount of product (1.0 means a 100% yield; for example, 0.34 means a 34% yield). The reactants are [CH3:1][C:2]1[CH:7]=[C:6]([O:8]C)[C:5]([N+:10]([O-:12])=[O:11])=[CH:4][C:3]=1[O:13][CH3:14].B(Cl)(Cl)Cl. The catalyst is C(Cl)Cl. The product is [CH3:1][C:2]1[C:3]([O:13][CH3:14])=[CH:4][C:5]([N+:10]([O-:12])=[O:11])=[C:6]([OH:8])[CH:7]=1. The yield is 0.990.